From a dataset of Reaction yield outcomes from USPTO patents with 853,638 reactions. Predict the reaction yield, written as a fraction of the theoretical maximum amount of product (1.0 means a 100% yield; for example, 0.34 means a 34% yield). (1) The reactants are [CH3:1][O:2][C:3]1[CH:8]=[CH:7][C:6]([OH:9])=[CH:5][CH:4]=1.[C:10](#[N:13])[CH:11]=[CH2:12]. The catalyst is CO. The product is [CH3:1][O:2][C:3]1[CH:8]=[CH:7][C:6]([O:9][CH2:12][CH2:11][C:10]#[N:13])=[CH:5][CH:4]=1. The yield is 0.895. (2) The reactants are C1C=CC2N(O)N=NC=2C=1.O.C(N(CC)C(C)C)(C)C.[CH3:21][C@H:22]([NH:26][C:27]([O:29][C:30]([CH3:33])([CH3:32])[CH3:31])=[O:28])[C:23]([OH:25])=O.Cl.CN(C)CCCN=C=NCC.[NH2:46][CH:47]1[N:53]=[C:52]([C:54]2[CH:59]=[CH:58][CH:57]=[CH:56][CH:55]=2)[C:51]2[CH:60]=[CH:61][CH:62]=[CH:63][C:50]=2[N:49]([CH2:64][CH2:65][CH2:66][C:67]([F:70])([F:69])[F:68])[C:48]1=[O:71]. The catalyst is C1COCC1.C(Cl)Cl. The product is [C:30]([O:29][C:27]([NH:26][C@H:22]([C:23]([NH:46][CH:47]1[N:53]=[C:52]([C:54]2[CH:55]=[CH:56][CH:57]=[CH:58][CH:59]=2)[C:51]2[CH:60]=[CH:61][CH:62]=[CH:63][C:50]=2[N:49]([CH2:64][CH2:65][CH2:66][C:67]([F:69])([F:68])[F:70])[C:48]1=[O:71])=[O:25])[CH3:21])=[O:28])([CH3:33])([CH3:32])[CH3:31]. The yield is 0.830. (3) The reactants are [F:1][C:2]1[CH:9]=[CH:8][C:5]([CH2:6][NH2:7])=[CH:4][CH:3]=1.[F:10][C:11]1[N:26]=[CH:25][CH:24]=[CH:23][C:12]=1[C:13](NC1C=CC=CC=1C)=[O:14]. No catalyst specified. The product is [F:10][C:11]1[N:26]=[CH:25][CH:24]=[CH:23][C:12]=1[C:13]([NH:7][CH2:6][C:5]1[CH:8]=[CH:9][C:2]([F:1])=[CH:3][CH:4]=1)=[O:14]. The yield is 1.00. (4) The reactants are Cl[C:2]1[C:3]2[CH:10]=[CH:9][N:8]([CH2:11][O:12][CH2:13][CH2:14][Si:15]([CH3:18])([CH3:17])[CH3:16])[C:4]=2[N:5]=[CH:6][N:7]=1.C([Si](C(C)C)(C(C)C)[N:23]1[CH:27]=[CH:26][C:25](B(O)O)=[CH:24]1)(C)C.C(=O)([O-])[O-].[Na+].[Na+]. The catalyst is COCCOC.O.C1C=CC([P]([Pd]([P](C2C=CC=CC=2)(C2C=CC=CC=2)C2C=CC=CC=2)([P](C2C=CC=CC=2)(C2C=CC=CC=2)C2C=CC=CC=2)[P](C2C=CC=CC=2)(C2C=CC=CC=2)C2C=CC=CC=2)(C2C=CC=CC=2)C2C=CC=CC=2)=CC=1. The product is [NH:23]1[CH:27]=[CH:26][C:25]([C:2]2[C:3]3[CH:10]=[CH:9][N:8]([CH2:11][O:12][CH2:13][CH2:14][Si:15]([CH3:18])([CH3:17])[CH3:16])[C:4]=3[N:5]=[CH:6][N:7]=2)=[CH:24]1. The yield is 0.570. (5) The reactants are [Br:1][CH:2]([CH2:19][CH2:20]Br)[C:3]([NH:5][CH:6]1[CH2:11][CH2:10][N:9]([C:12]([O:14][C:15]([CH3:18])([CH3:17])[CH3:16])=[O:13])[CH2:8][CH2:7]1)=[O:4].[H-].[Na+]. The catalyst is CN(C=O)C. The product is [Br:1][CH:2]1[CH2:19][CH2:20][N:5]([CH:6]2[CH2:11][CH2:10][N:9]([C:12]([O:14][C:15]([CH3:18])([CH3:17])[CH3:16])=[O:13])[CH2:8][CH2:7]2)[C:3]1=[O:4]. The yield is 0.720. (6) The reactants are F[P-](F)(F)(F)(F)F.N1(OC(N(C)C)=[N+](C)C)C2N=CC=CC=2N=N1.Cl.[OH:26][C@H:27]1[CH2:31][NH:30][C@H:29]([C:32]([O:34][CH3:35])=[O:33])[CH2:28]1.[C:36]([O:40][C:41]([NH:43][CH:44]([C@H:48]([CH3:56])[CH2:49][CH:50]([CH3:55])[CH2:51][CH2:52][CH:53]=[CH2:54])[C:45](O)=[O:46])=[O:42])([CH3:39])([CH3:38])[CH3:37].CCN(CC)CC. The catalyst is C(Cl)Cl. The product is [C:36]([O:40][C:41]([NH:43][C@@H:44]([C@H:48]([CH3:56])[CH2:49][CH:50]([CH3:55])[CH2:51][CH2:52][CH:53]=[CH2:54])[C:45]([N:30]1[CH2:31][C@H:27]([OH:26])[CH2:28][C@H:29]1[C:32]([O:34][CH3:35])=[O:33])=[O:46])=[O:42])([CH3:39])([CH3:38])[CH3:37]. The yield is 0.300.